This data is from Full USPTO retrosynthesis dataset with 1.9M reactions from patents (1976-2016). The task is: Predict the reactants needed to synthesize the given product. (1) Given the product [Br:14][C:2]1[CH:3]=[C:4]2[C:5]([C:7]3[CH:8]=[CH:9][N:10]=[CH:11][C:12]=3[NH:13]2)=[CH:6][CH:1]=1, predict the reactants needed to synthesize it. The reactants are: [CH:1]1[CH:2]=[CH:3][C:4]2[NH:13][C:12]3[CH:11]=[N:10][CH:9]=[CH:8][C:7]=3[C:5]=2[CH:6]=1.[Br:14]Br. (2) Given the product [CH3:1][O:2][C:3]([C:4]1[C:5]2[CH2:12][C:16]3[C:17]4[C:18](=[CH:22][CH:23]=[CH:24][CH:25]=4)[C:19](=[O:20])[NH:11][C:10]=3[C:6]=2[CH:7]=[CH:8][CH:9]=1)=[O:14], predict the reactants needed to synthesize it. The reactants are: [CH3:1][O:2][C:3](=[O:14])[C:4]1[CH:9]=[CH:8][CH:7]=[C:6]([C:10]#[N:11])[C:5]=1[CH2:12]Br.C1(=O)O[C:19](=[O:20])[C:18]2=[CH:22][CH:23]=[CH:24][CH:25]=[C:17]2[CH2:16]1.C(N(CC)CC)C.